From a dataset of Forward reaction prediction with 1.9M reactions from USPTO patents (1976-2016). Predict the product of the given reaction. (1) Given the reactants [CH2:1]([O:3][C:4]([C:6]1[C:7]([CH3:19])=[C:8](C(OC(C)(C)C)=O)[NH:9][C:10]=1[CH3:11])=[O:5])[CH3:2].C(O)C.Cl, predict the reaction product. The product is: [CH2:1]([O:3][C:4]([C:6]1[C:7]([CH3:19])=[CH:8][NH:9][C:10]=1[CH3:11])=[O:5])[CH3:2]. (2) Given the reactants [CH:1]#[C:2][C:3]1[CH:8]=[CH:7][C:6]([OH:9])=[CH:5][CH:4]=1.O.C1(C)C=CC(S(O)(=O)=O)=CC=1.C(C(C)=O)C(C)C.[CH:29]([O:31][CH2:32][CH3:33])=[CH2:30], predict the reaction product. The product is: [CH2:29]([O:31][CH2:32][CH2:33][O:9][C:6]1[CH:7]=[CH:8][C:3]([CH:2]=[CH2:1])=[CH:4][CH:5]=1)[CH3:30].[OH:9][C:6]1[CH:7]=[CH:8][C:3]([CH:2]=[CH2:1])=[CH:4][CH:5]=1. (3) Given the reactants S(O)(O)(=O)=O.[NH2:6][C:7]1[NH:8][CH:9]=[CH:10][N:11]=1.CO[CH:14](OC)[CH2:15][C:16](OCC)=O.N1CCCCC1.O.C1(C)C=CC(S(O)(=O)=O)=CC=1.C([O-])([O-])=O.[K+].[K+].O=P(Cl)(Cl)[Cl:49], predict the reaction product. The product is: [Cl:49][C:14]1[N:8]2[CH:9]=[CH:10][N:11]=[C:7]2[N:6]=[CH:16][CH:15]=1. (4) Given the reactants N1C=CC=CC=1.[Cl:7][C:8]1[C:9]([O:17][CH3:18])=[CH:10][C:11]([O:15][CH3:16])=[C:12]([CH:14]=1)[NH2:13].Cl[C:20]([O:22][C:23]1[CH:28]=[CH:27][CH:26]=[CH:25][CH:24]=1)=[O:21], predict the reaction product. The product is: [Cl:7][C:8]1[C:9]([O:17][CH3:18])=[CH:10][C:11]([O:15][CH3:16])=[C:12]([NH:13][C:20](=[O:21])[O:22][C:23]2[CH:28]=[CH:27][CH:26]=[CH:25][CH:24]=2)[CH:14]=1. (5) Given the reactants [CH3:1][O:2][C:3]([C:5]1[C:6]2[CH2:7][C:8]([CH3:24])([CH3:23])[CH:9]([C:16]3[CH:21]=[CH:20][CH:19]=[C:18](Br)[CH:17]=3)[NH:10][C:11]=2[CH:12]=[CH:13][C:14]=1[F:15])=[O:4].[NH:25]1[CH2:30][CH2:29][O:28][CH2:27][CH2:26]1.Cl.CN(C)CC(O)=O.C(=O)([O-])[O-].[K+].[K+], predict the reaction product. The product is: [CH3:1][O:2][C:3]([C:5]1[C:6]2[CH2:7][C:8]([CH3:24])([CH3:23])[CH:9]([C:16]3[CH:21]=[CH:20][CH:19]=[C:18]([N:25]4[CH2:30][CH2:29][O:28][CH2:27][CH2:26]4)[CH:17]=3)[NH:10][C:11]=2[CH:12]=[CH:13][C:14]=1[F:15])=[O:4]. (6) Given the reactants [Cl:1][C:2]1[CH:3]=[C:4]([N:10]2[C:14]([CH3:15])=[C:13]([O:16][C:17]3[CH:25]=[CH:24][C:20]([C:21](O)=[O:22])=[CH:19][CH:18]=3)[C:12]([CH3:26])=[N:11]2)[CH:5]=[CH:6][C:7]=1[C:8]#[N:9].[NH2:27][C:28]([CH3:32])([CH3:31])[CH2:29][OH:30], predict the reaction product. The product is: [Cl:1][C:2]1[CH:3]=[C:4]([N:10]2[C:14]([CH3:15])=[C:13]([O:16][C:17]3[CH:18]=[CH:19][C:20]([C:21]([NH:27][C:28]([CH3:32])([CH3:31])[CH2:29][OH:30])=[O:22])=[CH:24][CH:25]=3)[C:12]([CH3:26])=[N:11]2)[CH:5]=[CH:6][C:7]=1[C:8]#[N:9]. (7) Given the reactants [CH3:1][O:2][C:3]1[CH:8]=[CH:7][CH:6]=[C:5]([CH2:9][OH:10])[C:4]=1[CH2:11][OH:12].N1C=CN=C1.[C:18]([Si:22](Cl)([CH3:24])[CH3:23])([CH3:21])([CH3:20])[CH3:19].O, predict the reaction product. The product is: [Si:22]([O:10][CH2:9][C:5]1[CH:6]=[CH:7][CH:8]=[C:3]([O:2][CH3:1])[C:4]=1[CH2:11][OH:12])([C:18]([CH3:21])([CH3:20])[CH3:19])([CH3:24])[CH3:23]. (8) Given the reactants [CH2:1]([O:3][C:4]([C:6]1[C:7]([C:14]2[CH:15]=[N:16][CH:17]=[N:18][CH:19]=2)=[N:8][NH:9][C:10]=1[CH:11]1[CH2:13][CH2:12]1)=[O:5])[CH3:2].[F:20][C:21]([F:33])([F:32])[O:22][C:23]1[CH:28]=[CH:27][C:26](B(O)O)=[CH:25][CH:24]=1, predict the reaction product. The product is: [CH2:1]([O:3][C:4]([C:6]1[C:7]([C:14]2[CH:15]=[N:16][CH:17]=[N:18][CH:19]=2)=[N:8][N:9]([C:26]2[CH:25]=[CH:24][C:23]([O:22][C:21]([F:20])([F:32])[F:33])=[CH:28][CH:27]=2)[C:10]=1[CH:11]1[CH2:13][CH2:12]1)=[O:5])[CH3:2]. (9) Given the reactants [CH2:1]([CH2:3][NH2:4])[OH:2].OCC(CO)O.C(=O)([O-])[O-].[K+].[K+].[C:17]([O:21][C:22]([N:24]1[CH2:29][CH2:28][N:27]([C:30]2[CH:35]=[CH:34][C:33]([C:36]#N)=[CH:32][CH:31]=2)[CH2:26][CH2:25]1)=[O:23])([CH3:20])([CH3:19])[CH3:18], predict the reaction product. The product is: [C:17]([O:21][C:22]([N:24]1[CH2:29][CH2:28][N:27]([C:30]2[CH:35]=[CH:34][C:33]([C:36]3[O:2][CH2:1][CH2:3][N:4]=3)=[CH:32][CH:31]=2)[CH2:26][CH2:25]1)=[O:23])([CH3:20])([CH3:19])[CH3:18]. (10) Given the reactants [C:1]1([NH:7][C:8]2[CH:13]=[CH:12][CH:11]=[CH:10][CH:9]=2)[CH:6]=[CH:5][CH:4]=[CH:3][CH:2]=1.Br[C:15]1[CH:20]=[CH:19][C:18]([CH2:21][CH2:22][CH2:23][CH2:24][CH2:25][CH2:26][CH2:27][CH2:28][CH2:29][CH2:30][CH2:31][CH3:32])=[CH:17][CH:16]=1.C(P(C(C)(C)C)C(C)(C)C)(C)(C)C.CC(C)([O-])C.[K+], predict the reaction product. The product is: [CH2:21]([C:18]1[CH:19]=[CH:20][C:15]([N:7]([C:8]2[CH:9]=[CH:10][CH:11]=[CH:12][CH:13]=2)[C:1]2[CH:6]=[CH:5][CH:4]=[CH:3][CH:2]=2)=[CH:16][CH:17]=1)[CH2:22][CH2:23][CH2:24][CH2:25][CH2:26][CH2:27][CH2:28][CH2:29][CH2:30][CH2:31][CH3:32].